Dataset: Forward reaction prediction with 1.9M reactions from USPTO patents (1976-2016). Task: Predict the product of the given reaction. Given the reactants Cl[C:2]1[CH:11]=[CH:10][C:9]2[C:4](=[CH:5][CH:6]=[C:7](Cl)[CH:8]=2)[N:3]=1.[CH3:13][C:14]1[O:18][C:17]([CH2:19][NH2:20])=[CH:16][CH:15]=1.[F:21][C:22]1[CH:28]=[CH:27][C:25]([NH2:26])=[CH:24][CH:23]=1, predict the reaction product. The product is: [F:21][C:22]1[CH:28]=[CH:27][C:25]([NH:26][C:7]2[CH:8]=[C:9]3[C:4](=[CH:5][CH:6]=2)[N:3]=[C:2]([NH:20][CH2:19][C:17]2[O:18][C:14]([CH3:13])=[CH:15][CH:16]=2)[CH:11]=[CH:10]3)=[CH:24][CH:23]=1.